From a dataset of Catalyst prediction with 721,799 reactions and 888 catalyst types from USPTO. Predict which catalyst facilitates the given reaction. (1) Reactant: [OH-].[Na+].C([O:5][C:6]([C:8]1([CH2:21][O:22][CH3:23])[CH2:13][CH2:12][N:11]([C:14]([O:16][C:17]([CH3:20])([CH3:19])[CH3:18])=[O:15])[CH2:10][CH2:9]1)=[O:7])C. Product: [C:17]([O:16][C:14]([N:11]1[CH2:12][CH2:13][C:8]([CH2:21][O:22][CH3:23])([C:6]([OH:7])=[O:5])[CH2:9][CH2:10]1)=[O:15])([CH3:20])([CH3:19])[CH3:18]. The catalyst class is: 5. (2) Reactant: [F:1][C:2]([F:39])([C:18]([F:38])([F:37])[C:19]([F:36])([F:35])[C:20]([F:34])([F:33])[CH2:21][N:22]1C(=O)C2C(=CC=CC=2)C1=O)[CH2:3][O:4][CH2:5][CH2:6][O:7][CH2:8][CH2:9][O:10][CH2:11][CH2:12][O:13][CH2:14][CH2:15][O:16][CH3:17].NN. Product: [F:1][C:2]([F:39])([C:18]([F:37])([F:38])[C:19]([F:35])([F:36])[C:20]([F:34])([F:33])[CH2:21][NH2:22])[CH2:3][O:4][CH2:5][CH2:6][O:7][CH2:8][CH2:9][O:10][CH2:11][CH2:12][O:13][CH2:14][CH2:15][O:16][CH3:17]. The catalyst class is: 8. (3) The catalyst class is: 10. Reactant: [C:1]([C:3]1([NH:6][C:7]([C@@H:9]2[CH2:13][C@@H:12]([S:14]([C:17]3[CH:22]=[CH:21][C:20](F)=[CH:19][C:18]=3[C:24]([F:27])([F:26])[F:25])(=[O:16])=[O:15])[CH2:11][N:10]2[C:28]2[N:29]([CH:34]3[CH2:39][CH2:38][O:37][CH2:36][CH2:35]3)[N:30]=[C:31]([CH3:33])[CH:32]=2)=[O:8])[CH2:5][CH2:4]1)#[N:2].Cl.[F:41][C:42]1([F:46])[CH2:45][NH:44][CH2:43]1. Product: [C:1]([C:3]1([NH:6][C:7]([C@@H:9]2[CH2:13][C@@H:12]([S:14]([C:17]3[CH:22]=[CH:21][C:20]([N:44]4[CH2:45][C:42]([F:46])([F:41])[CH2:43]4)=[CH:19][C:18]=3[C:24]([F:25])([F:27])[F:26])(=[O:15])=[O:16])[CH2:11][N:10]2[C:28]2[N:29]([CH:34]3[CH2:39][CH2:38][O:37][CH2:36][CH2:35]3)[N:30]=[C:31]([CH3:33])[CH:32]=2)=[O:8])[CH2:4][CH2:5]1)#[N:2]. (4) The catalyst class is: 26. Product: [CH3:13][O:14][N:15]1[CH:16]([CH3:17])[CH2:3][C:2]([CH3:1])=[CH:4][CH2:11][CH2:10][CH2:9][CH2:8][CH2:7][CH2:6][C:5]1=[O:12]. Reactant: [CH2:1]=[C:2]([CH:4]1[CH2:11][CH2:10][CH2:9][CH2:8][CH2:7][CH2:6][C:5]1=[O:12])[CH3:3].[CH3:13][O:14][N:15]=[CH:16][CH3:17].Cl[Sn](Cl)(Cl)Cl.